Task: Predict the reaction yield, written as a fraction of the theoretical maximum amount of product (1.0 means a 100% yield; for example, 0.34 means a 34% yield).. Dataset: Reaction yield outcomes from USPTO patents with 853,638 reactions (1) The reactants are [C:1]1(Cl)[C:7](=O)[C:6](Cl)=[C:5](Cl)[C:3](=O)[C:2]=1Cl. The catalyst is CO. The product is [CH3:2][C:7]1[CH:6]=[C:5]2[C:3](=[CH:5][CH:6]=[CH:7][CH:1]=[C:3]2[CH3:2])[CH:1]=1. The yield is 0.520. (2) The reactants are Br[C:2]1[N:3]=[C:4]2[N:11]([CH2:12][CH2:13][CH:14]3[CH2:19][CH2:18][O:17][CH2:16][CH2:15]3)[CH2:10][C:9](=[O:20])[NH:8][C:5]2=[N:6][CH:7]=1.CC1(C)C(C)(C)OB([C:29]2[CH:34]=[CH:33][C:32]([C:35]([OH:38])([CH3:37])[CH3:36])=[CH:31][CH:30]=2)O1.C(=O)([O-])[O-].[Na+].[Na+]. The catalyst is CN(C)C=O.O.C1C=CC(P(C2C=CC=CC=2)[C-]2C=CC=C2)=CC=1.C1C=CC(P(C2C=CC=CC=2)[C-]2C=CC=C2)=CC=1.Cl[Pd]Cl.[Fe+2]. The product is [OH:38][C:35]([C:32]1[CH:33]=[CH:34][C:29]([C:2]2[N:3]=[C:4]3[N:11]([CH2:12][CH2:13][CH:14]4[CH2:19][CH2:18][O:17][CH2:16][CH2:15]4)[CH2:10][C:9](=[O:20])[NH:8][C:5]3=[N:6][CH:7]=2)=[CH:30][CH:31]=1)([CH3:37])[CH3:36]. The yield is 0.250. (3) The reactants are [CH2:1]([S:4][C:5]1[N:13]=[C:12]2[C:8]([N:9]=[CH:10][N:11]2[C@@H:14]2[O:26][C@H:25]([CH2:27][O:28]C(=O)C)[C@@H:20]([O:21]C(=O)C)[C@H:15]2[O:16]C(=O)C)=[C:7](Cl)[N:6]=1)[CH2:2][CH3:3].[O:33]([C:35]1[CH:40]=[CH:39][C:38]([CH2:41][CH2:42][NH2:43])=[CH:37][CH:36]=1)[CH3:34]. No catalyst specified. The product is [CH2:1]([S:4][C:5]1[N:13]=[C:12]2[C:8]([N:9]=[CH:10][N:11]2[C@@H:14]2[O:26][C@H:25]([CH2:27][OH:28])[C@@H:20]([OH:21])[C@H:15]2[OH:16])=[C:7]([NH:43][CH2:42][CH2:41][C:38]2[CH:39]=[CH:40][C:35]([O:33][CH3:34])=[CH:36][CH:37]=2)[N:6]=1)[CH2:2][CH3:3]. The yield is 0.830.